Dataset: NCI-60 drug combinations with 297,098 pairs across 59 cell lines. Task: Regression. Given two drug SMILES strings and cell line genomic features, predict the synergy score measuring deviation from expected non-interaction effect. (1) Drug 1: CN(C)N=NC1=C(NC=N1)C(=O)N. Drug 2: CC1CCC2CC(C(=CC=CC=CC(CC(C(=O)C(C(C(=CC(C(=O)CC(OC(=O)C3CCCCN3C(=O)C(=O)C1(O2)O)C(C)CC4CCC(C(C4)OC)OCCO)C)C)O)OC)C)C)C)OC. Cell line: A549. Synergy scores: CSS=19.0, Synergy_ZIP=-1.37, Synergy_Bliss=-3.16, Synergy_Loewe=-16.5, Synergy_HSA=-3.29. (2) Drug 1: C#CCC(CC1=CN=C2C(=N1)C(=NC(=N2)N)N)C3=CC=C(C=C3)C(=O)NC(CCC(=O)O)C(=O)O. Drug 2: COC1=C2C(=CC3=C1OC=C3)C=CC(=O)O2. Cell line: PC-3. Synergy scores: CSS=-6.25, Synergy_ZIP=1.76, Synergy_Bliss=-5.57, Synergy_Loewe=-0.113, Synergy_HSA=-10.4. (3) Drug 1: CN(C)C1=NC(=NC(=N1)N(C)C)N(C)C. Drug 2: CN(C(=O)NC(C=O)C(C(C(CO)O)O)O)N=O. Cell line: NCI-H460. Synergy scores: CSS=-3.78, Synergy_ZIP=0.603, Synergy_Bliss=-0.425, Synergy_Loewe=-3.22, Synergy_HSA=-2.97. (4) Drug 1: C1CCN(CC1)CCOC2=CC=C(C=C2)C(=O)C3=C(SC4=C3C=CC(=C4)O)C5=CC=C(C=C5)O. Drug 2: CC(C1=C(C=CC(=C1Cl)F)Cl)OC2=C(N=CC(=C2)C3=CN(N=C3)C4CCNCC4)N. Cell line: SK-MEL-2. Synergy scores: CSS=2.90, Synergy_ZIP=1.29, Synergy_Bliss=5.46, Synergy_Loewe=-2.74, Synergy_HSA=0.539. (5) Drug 1: C1=C(C(=O)NC(=O)N1)F. Drug 2: C1=CC(=CC=C1CC(C(=O)O)N)N(CCCl)CCCl.Cl. Cell line: BT-549. Synergy scores: CSS=32.4, Synergy_ZIP=-6.15, Synergy_Bliss=-6.04, Synergy_Loewe=-3.24, Synergy_HSA=-3.09. (6) Drug 1: CC1=CC2C(CCC3(C2CCC3(C(=O)C)OC(=O)C)C)C4(C1=CC(=O)CC4)C. Drug 2: N.N.Cl[Pt+2]Cl. Cell line: EKVX. Synergy scores: CSS=1.61, Synergy_ZIP=-2.23, Synergy_Bliss=-2.59, Synergy_Loewe=-3.57, Synergy_HSA=-3.00. (7) Drug 1: COC1=C(C=C2C(=C1)N=CN=C2NC3=CC(=C(C=C3)F)Cl)OCCCN4CCOCC4. Drug 2: CC1=C2C(C(=O)C3(C(CC4C(C3C(C(C2(C)C)(CC1OC(=O)C(C(C5=CC=CC=C5)NC(=O)C6=CC=CC=C6)O)O)OC(=O)C7=CC=CC=C7)(CO4)OC(=O)C)O)C)OC(=O)C. Cell line: MCF7. Synergy scores: CSS=35.7, Synergy_ZIP=0.0327, Synergy_Bliss=-0.593, Synergy_Loewe=2.05, Synergy_HSA=2.72. (8) Drug 1: CC(C1=C(C=CC(=C1Cl)F)Cl)OC2=C(N=CC(=C2)C3=CN(N=C3)C4CCNCC4)N. Drug 2: CCCCCOC(=O)NC1=NC(=O)N(C=C1F)C2C(C(C(O2)C)O)O. Cell line: OVCAR-5. Synergy scores: CSS=6.35, Synergy_ZIP=-1.17, Synergy_Bliss=1.36, Synergy_Loewe=0.224, Synergy_HSA=0.241.